This data is from CYP2D6 substrate classification data from Carbon-Mangels et al.. The task is: Regression/Classification. Given a drug SMILES string, predict its absorption, distribution, metabolism, or excretion properties. Task type varies by dataset: regression for continuous measurements (e.g., permeability, clearance, half-life) or binary classification for categorical outcomes (e.g., BBB penetration, CYP inhibition). Dataset: cyp2d6_substrate_carbonmangels. (1) The drug is CN(C)CCC[C@@]1(c2ccc(F)cc2)OCc2cc(C#N)ccc21. The result is 1 (substrate). (2) The drug is C[C@@](Cc1ccccc1)(NC(=O)CN)c1ccccc1. The result is 0 (non-substrate). (3) The drug is c1ccc(C2(N3CCCCC3)CCCCC2)cc1. The result is 0 (non-substrate).